From a dataset of Reaction yield outcomes from USPTO patents with 853,638 reactions. Predict the reaction yield, written as a fraction of the theoretical maximum amount of product (1.0 means a 100% yield; for example, 0.34 means a 34% yield). (1) The reactants are [OH:1][NH:2][C:3](=[NH:10])[C:4]1[CH:9]=[CH:8][CH:7]=[CH:6][N:5]=1.[Cl:11][CH2:12][C:13](Cl)=O.C(N(C(C)C)CC)(C)C. The catalyst is C(Cl)Cl. The product is [Cl:11][CH2:12][C:13]1[O:1][N:2]=[C:3]([C:4]2[CH:9]=[CH:8][CH:7]=[CH:6][N:5]=2)[N:10]=1. The yield is 0.810. (2) The reactants are [Li+].[OH-].C[O:4][C:5]([CH:7]1[CH2:12][CH2:11][N:10]([C:13]2[CH:18]=[CH:17][CH:16]=[CH:15][CH:14]=2)[CH2:9][CH2:8]1)=[O:6]. The catalyst is C1COCC1.CO.O. The product is [C:13]1([N:10]2[CH2:11][CH2:12][CH:7]([C:5]([OH:6])=[O:4])[CH2:8][CH2:9]2)[CH:14]=[CH:15][CH:16]=[CH:17][CH:18]=1. The yield is 0.671.